This data is from Reaction yield outcomes from USPTO patents with 853,638 reactions. The task is: Predict the reaction yield, written as a fraction of the theoretical maximum amount of product (1.0 means a 100% yield; for example, 0.34 means a 34% yield). (1) The reactants are Cl[C:2]1[N:3]=[CH:4][C:5]2[C:10]([C:11]=1[CH3:12])=[CH:9][CH:8]=[C:7]([O:13][CH3:14])[CH:6]=2.[C:15]([C:18]1[CH:23]=[CH:22][C:21](B(O)O)=[CH:20][CH:19]=1)([OH:17])=[O:16].C([O-])([O-])=O.[K+].[K+].O. The catalyst is COCCOCCO.O.C1C=CC(P(C2C=CC=CC=2)[C-]2C=CC=C2)=CC=1.C1C=CC(P(C2C=CC=CC=2)[C-]2C=CC=C2)=CC=1.Cl[Pd]Cl.[Fe+2].CCOC(C)=O. The product is [CH3:14][O:13][C:7]1[CH:6]=[C:5]2[C:10]([C:11]([CH3:12])=[C:2]([C:21]3[CH:22]=[CH:23][C:18]([C:15]([OH:17])=[O:16])=[CH:19][CH:20]=3)[N:3]=[CH:4]2)=[CH:9][CH:8]=1. The yield is 0.130. (2) The reactants are Br[C:2]1[CH:3]=[C:4]2[C:10]([CH:11]=[O:12])=[N:9][N:8]([CH:13]3[CH2:18][CH2:17][CH2:16][CH2:15][O:14]3)[C:5]2=[CH:6][N:7]=1.[N:19]1[CH:24]=[C:23](B(O)O)[CH:22]=[N:21][CH:20]=1.C([O-])([O-])=O.[K+].[K+].CCOC(C)=O. The catalyst is O1CCOCC1.O.C1C=CC(P(C2C=CC=CC=2)[C-]2C=CC=C2)=CC=1.C1C=CC(P(C2C=CC=CC=2)[C-]2C=CC=C2)=CC=1.Cl[Pd]Cl.[Fe+2]. The product is [N:19]1[CH:24]=[C:23]([C:2]2[CH:3]=[C:4]3[C:10]([CH:11]=[O:12])=[N:9][N:8]([CH:13]4[CH2:18][CH2:17][CH2:16][CH2:15][O:14]4)[C:5]3=[CH:6][N:7]=2)[CH:22]=[N:21][CH:20]=1. The yield is 0.669. (3) The reactants are [C:1]([C:4]1[CH:5]=[CH:6][C:7]([N:18]([CH3:30])[CH:19]2[CH2:22][N:21](C(OC(C)(C)C)=O)[CH2:20]2)=[C:8]2[C:12]=1[NH:11][C:10]([CH:13]1[CH:17]=[CH:16][O:15][CH2:14]1)=[CH:9]2)(=[O:3])[NH2:2].C([SiH](CC)CC)C.B(F)(F)F.CCOCC. The catalyst is C(Cl)Cl. The product is [NH:21]1[CH2:20][CH:19]([N:18]([CH3:30])[C:7]2[CH:6]=[CH:5][C:4]([C:1]([NH2:2])=[O:3])=[C:12]3[C:8]=2[CH:9]=[C:10]([CH:13]2[CH2:17][CH2:16][O:15][CH2:14]2)[NH:11]3)[CH2:22]1. The yield is 0.280.